The task is: Predict the reactants needed to synthesize the given product.. This data is from Full USPTO retrosynthesis dataset with 1.9M reactions from patents (1976-2016). (1) Given the product [Cl:1][C:2]1[CH:14]=[C:13]([Cl:15])[C:12]([O:16][C:17]2[N:21]([CH3:22])[N:20]=[C:19]([CH3:23])[C:18]=2[C:24]2[CH:28]=[CH:27][O:26][N:25]=2)=[CH:11][C:3]=1[O:4][C@@H:5]([CH3:10])[C:6]([O:8][CH3:9])=[O:7], predict the reactants needed to synthesize it. The reactants are: [Cl:1][C:2]1[CH:14]=[C:13]([Cl:15])[C:12]([O:16][C:17]2[N:21]([CH3:22])[N:20]=[C:19]([CH3:23])[C:18]=2[C:24]2[CH:28]=[C:27]([Si](C)(C)C)[O:26][N:25]=2)=[CH:11][C:3]=1[O:4][C@@H:5]([CH3:10])[C:6]([O:8][CH3:9])=[O:7].C(#N)C.[F-].[Cs+]. (2) Given the product [ClH:19].[CH3:1][C:2]1[CH:7]=[CH:6][N:5]=[C:4]([CH2:8][CH2:9][CH2:10][NH2:11])[CH:3]=1, predict the reactants needed to synthesize it. The reactants are: [CH3:1][C:2]1[CH:7]=[CH:6][N:5]=[C:4]([CH2:8][CH2:9][CH2:10][NH:11]C(=O)OC(C)(C)C)[CH:3]=1.[ClH:19]. (3) Given the product [C:1]([C:3]1[C:11]2[C:6](=[CH:7][CH:8]=[CH:9][CH:10]=2)[N:5]([CH3:12])[C:4]=1[C:13]1[CH:14]=[C:15]([NH:19][S:20]([CH2:23][CH3:24])(=[O:21])=[O:22])[CH:16]=[N:17][CH:18]=1)#[N:2], predict the reactants needed to synthesize it. The reactants are: [C:1]([C:3]1[C:11]2[C:6](=[CH:7][CH:8]=[CH:9][CH:10]=2)[N:5]([CH3:12])[C:4]=1[C:13]1[CH:14]=[C:15]([N:19](S(CC)(=O)=O)[S:20]([CH2:23][CH3:24])(=[O:22])=[O:21])[CH:16]=[N:17][CH:18]=1)#[N:2]. (4) Given the product [C:4]([O:3][C:1](=[O:2])[NH:8][C@@H:9]([C:11]([F:16])=[O:13])[CH3:10])([CH3:7])([CH3:6])[CH3:5], predict the reactants needed to synthesize it. The reactants are: [C:1]([NH:8][C@@H:9]([C:11]([OH:13])=O)[CH3:10])([O:3][C:4]([CH3:7])([CH3:6])[CH3:5])=[O:2].N1C(F)=NC(F)=NC=1[F:16].N1C=CC=CC=1. (5) Given the product [Cl:9][C:10]1[CH:17]=[C:16]([O:18][CH:19]2[CH2:24][CH2:23][CH2:22][CH2:21][O:20]2)[CH:15]=[CH:14][C:11]=1[CH2:12][NH:6][C:5]1[CH:7]=[CH:8][C:2]([I:1])=[CH:3][CH:4]=1, predict the reactants needed to synthesize it. The reactants are: [I:1][C:2]1[CH:8]=[CH:7][C:5]([NH2:6])=[CH:4][CH:3]=1.[Cl:9][C:10]1[CH:17]=[C:16]([O:18][CH:19]2[CH2:24][CH2:23][CH2:22][CH2:21][O:20]2)[CH:15]=[CH:14][C:11]=1[CH:12]=O.S([O-])([O-])(=O)=O.[Mg+2].[BH4-].[Na+].C(=O)(O)[O-].[Na+]. (6) Given the product [F:24][C:23]1[CH:22]=[C:21]2[C:16]([CH:17]=[CH:18][CH:19]=[N:20]2)=[CH:15][C:14]=1[C:11]([C:8]1[N:6]2[N:7]=[C:2]([C:37]3[CH:36]=[N:35][N:34]([CH2:33][CH2:32][OH:31])[CH:38]=3)[CH:3]=[CH:4][C:5]2=[N:10][CH:9]=1)([OH:13])[CH3:12], predict the reactants needed to synthesize it. The reactants are: Cl[C:2]1[CH:3]=[CH:4][C:5]2[N:6]([C:8]([C:11]([C:14]3[CH:15]=[C:16]4[C:21](=[CH:22][C:23]=3[F:24])[N:20]=[CH:19][CH:18]=[CH:17]4)([OH:13])[CH3:12])=[CH:9][N:10]=2)[N:7]=1.O1CCCCC1[O:31][CH2:32][CH2:33][N:34]1[CH:38]=[C:37](B2OC(C)(C)C(C)(C)O2)[CH:36]=[N:35]1.C([O-])([O-])=O.[K+].[K+].C([O-])([O-])=O.[Na+].[Na+].Cl. (7) Given the product [CH2:49]([O:56][CH2:57][C@H:58]([NH:69][C:5](=[O:7])[C:4]1[CH:8]=[CH:9][C:10]([C:11]([N:13]2[CH2:17][CH:16]=[CH:15][CH2:14]2)=[O:12])=[C:2]([Br:1])[CH:3]=1)[C:59]1[NH:63][C:62]2[CH:64]=[CH:65][C:66]([Cl:68])=[CH:67][C:61]=2[N:60]=1)[C:50]1[CH:51]=[CH:52][CH:53]=[CH:54][CH:55]=1, predict the reactants needed to synthesize it. The reactants are: [Br:1][C:2]1[CH:3]=[C:4]([CH:8]=[CH:9][C:10]=1[C:11]([N:13]1[CH2:17][CH:16]=[CH:15][CH2:14]1)=[O:12])[C:5]([OH:7])=O.CN(C(ON1N=NC2C=CC=CC1=2)=[N+](C)C)C.[B-](F)(F)(F)F.C(N(C(C)C)CC)(C)C.[CH2:49]([O:56][CH2:57][C@H:58]([NH2:69])[C:59]1[NH:63][C:62]2[CH:64]=[CH:65][C:66]([Cl:68])=[CH:67][C:61]=2[N:60]=1)[C:50]1[CH:55]=[CH:54][CH:53]=[CH:52][CH:51]=1.BrCl. (8) The reactants are: [CH:1]1([C:4]2[CH:5]=[CH:6][C:7]([C:15]([OH:17])=O)=[N:8][C:9]=2[O:10][CH2:11][CH:12]2[CH2:14][CH2:13]2)[CH2:3][CH2:2]1.[NH2:18][C:19]([CH2:26][CH3:27])([CH2:24][CH3:25])[C:20]([NH:22][CH3:23])=[O:21]. Given the product [CH2:24]([C:19]([NH:18][C:15]([C:7]1[CH:6]=[CH:5][C:4]([CH:1]2[CH2:2][CH2:3]2)=[C:9]([O:10][CH2:11][CH:12]2[CH2:13][CH2:14]2)[N:8]=1)=[O:17])([C:20](=[O:21])[NH:22][CH3:23])[CH2:26][CH3:27])[CH3:25], predict the reactants needed to synthesize it. (9) Given the product [Cl:1][C:2]1[CH:9]=[C:8]([N:10]2[C@H:14]([CH2:15][OH:16])[C@H:13]([OH:17])[C:12]([CH3:18])([CH3:19])[C:11]2=[O:20])[CH:7]=[CH:6][C:3]=1[C:4]#[N:5], predict the reactants needed to synthesize it. The reactants are: [Cl:1][C:2]1[CH:9]=[C:8]([N:10]2[CH:14]([CH2:15][OH:16])[C:13](=[O:17])[C:12]([CH3:19])([CH3:18])[C:11]2=[O:20])[CH:7]=[CH:6][C:3]=1[C:4]#[N:5].C([BH-](C(CC)C)C(CC)C)(CC)C.[Li+].C1COCC1.